Dataset: Reaction yield outcomes from USPTO patents with 853,638 reactions. Task: Predict the reaction yield, written as a fraction of the theoretical maximum amount of product (1.0 means a 100% yield; for example, 0.34 means a 34% yield). (1) The reactants are [CH3:1][O:2][C:3]([CH3:8])([CH3:7])[CH2:4][CH2:5][OH:6].Cl[C:10]([O:12][CH2:13][CH:14]=[CH2:15])=[O:11]. No catalyst specified. The product is [CH2:13]([O:12][C:10]([O:6][CH2:5][CH2:4][C:3]([O:2][CH3:1])([CH3:8])[CH3:7])=[O:11])[CH:14]=[CH2:15]. The yield is 0.870. (2) The reactants are O[Li].O.C([O:6][C:7](=[O:25])[CH2:8][C:9]([N:11]([C:13]1[CH:18]=[CH:17][C:16]([C:19]2[CH:24]=[CH:23][CH:22]=[CH:21][CH:20]=2)=[CH:15][CH:14]=1)[CH3:12])=[O:10])C.C1COCC1.Cl. The catalyst is CO.O. The product is [C:16]1([C:19]2[CH:20]=[CH:21][CH:22]=[CH:23][CH:24]=2)[CH:17]=[CH:18][C:13]([N:11]([CH3:12])[C:9](=[O:10])[CH2:8][C:7]([OH:25])=[O:6])=[CH:14][CH:15]=1. The yield is 0.952. (3) The reactants are [F:1][C:2]1[CH:7]=[C:6]([C:8]([F:11])([F:10])[F:9])[CH:5]=[CH:4][C:3]=1/[CH:12]=[CH:13]/[C:14]1[O:15][CH:16]=[C:17]([CH2:19][O:20][C:21]2[CH:35]=[CH:34][C:24]([CH2:25][S:26][CH2:27][CH2:28][N:29]3[CH:33]=[CH:32][N:31]=[N:30]3)=[CH:23][CH:22]=2)[N:18]=1.ClC1C=C(C(OO)=[O:44])C=CC=1. The catalyst is ClCCl.C(OCC)(=O)C. The product is [F:1][C:2]1[CH:7]=[C:6]([C:8]([F:10])([F:9])[F:11])[CH:5]=[CH:4][C:3]=1/[CH:12]=[CH:13]/[C:14]1[O:15][CH:16]=[C:17]([CH2:19][O:20][C:21]2[CH:35]=[CH:34][C:24]([CH2:25][S:26]([CH2:27][CH2:28][N:29]3[CH:33]=[CH:32][N:31]=[N:30]3)=[O:44])=[CH:23][CH:22]=2)[N:18]=1. The yield is 0.710. (4) The reactants are [CH2:1]([NH:3][C:4]([C:6]1[CH:11]=[CH:10][C:9]([N:12]2[C:16]([C:17]3[CH:22]=[CH:21][CH:20]=[CH:19][CH:18]=3)=[C:15]([C:23]([OH:25])=O)[N:14]=[N:13]2)=[CH:8][CH:7]=1)=[O:5])[CH3:2].C1C=C[C:29]2N(O)N=[N:32][C:30]=2[CH:31]=1.C1(N)CC1.CCN=C=NCCCN(C)C. The catalyst is C(#N)C.CN(C=O)C.O. The product is [CH:30]1([NH:32][C:23]([C:15]2[N:14]=[N:13][N:12]([C:9]3[CH:8]=[CH:7][C:6]([C:4]([NH:3][CH2:1][CH3:2])=[O:5])=[CH:11][CH:10]=3)[C:16]=2[C:17]2[CH:22]=[CH:21][CH:20]=[CH:19][CH:18]=2)=[O:25])[CH2:31][CH2:29]1. The yield is 0.873. (5) The reactants are [CH3:1][N:2]([CH:10]1[CH2:15][CH2:14][CH2:13][CH2:12][O:11]1)[C:3]1[S:4][C:5]([CH2:8][OH:9])=[CH:6][N:7]=1. The catalyst is C(Cl)(Cl)Cl.O=[Mn]=O. The product is [CH3:1][N:2]([CH:10]1[CH2:15][CH2:14][CH2:13][CH2:12][O:11]1)[C:3]1[S:4][C:5]([CH:8]=[O:9])=[CH:6][N:7]=1. The yield is 0.960.